Task: Predict the reaction yield, written as a fraction of the theoretical maximum amount of product (1.0 means a 100% yield; for example, 0.34 means a 34% yield).. Dataset: Reaction yield outcomes from USPTO patents with 853,638 reactions (1) The reactants are [NH2:1][C:2]1[CH:3]=[N:4][C:5]2[C:10]([CH:11]=1)=[CH:9][CH:8]=[CH:7][CH:6]=2.C[Si]([N-][Si](C)(C)C)(C)C.[Na+].Cl[C:23]1[N:28]=[C:27]([N:29]2[CH2:34][CH2:33][O:32][CH2:31][CH2:30]2)[N:26]=[C:25]([N:35]2[C:39]3[CH:40]=[CH:41][CH:42]=[CH:43][C:38]=3[N:37]=[C:36]2[CH:44]([F:46])[F:45])[N:24]=1.C(O)(=O)C. The catalyst is C1COCC1.O. The product is [F:46][CH:44]([F:45])[C:36]1[N:35]([C:25]2[N:26]=[C:27]([N:29]3[CH2:30][CH2:31][O:32][CH2:33][CH2:34]3)[N:28]=[C:23]([NH:1][C:2]3[CH:3]=[N:4][C:5]4[C:10]([CH:11]=3)=[CH:9][CH:8]=[CH:7][CH:6]=4)[N:24]=2)[C:39]2[CH:40]=[CH:41][CH:42]=[CH:43][C:38]=2[N:37]=1. The yield is 0.460. (2) The reactants are C([O:5][C:6](=[O:51])[C:7]1[CH:12]=[C:11]([O:13][CH2:14][CH2:15][CH2:16][CH2:17][CH2:18][CH2:19][C:20]2[CH:25]=[CH:24][CH:23]=[C:22]([O:26][CH2:27][CH2:28][CH2:29][C:30]([O:32][CH2:33][CH3:34])=[O:31])[C:21]=2[CH2:35][CH2:36][C:37]([O:39][CH2:40][CH3:41])=[O:38])[CH:10]=[C:9]([C:42]2[CH:50]=[CH:49][C:45]3[O:46][CH2:47][O:48][C:44]=3[CH:43]=2)[CH:8]=1)(C)(C)C. The catalyst is C(O)(C(F)(F)F)=O.ClCCl. The product is [O:46]1[C:45]2[CH:49]=[CH:50][C:42]([C:9]3[CH:8]=[C:7]([CH:12]=[C:11]([O:13][CH2:14][CH2:15][CH2:16][CH2:17][CH2:18][CH2:19][C:20]4[CH:25]=[CH:24][CH:23]=[C:22]([O:26][CH2:27][CH2:28][CH2:29][C:30]([O:32][CH2:33][CH3:34])=[O:31])[C:21]=4[CH2:35][CH2:36][C:37]([O:39][CH2:40][CH3:41])=[O:38])[CH:10]=3)[C:6]([OH:51])=[O:5])=[CH:43][C:44]=2[O:48][CH2:47]1. The yield is 0.990.